This data is from Catalyst prediction with 721,799 reactions and 888 catalyst types from USPTO. The task is: Predict which catalyst facilitates the given reaction. (1) Product: [Cl:1][C:2]1[CH:35]=[CH:34][C:5]2[N:6]([C:9]3[S:13][C:12]([C:14]([NH2:16])=[O:15])=[C:11]([O:17][C@@H:18]([C:20]4[CH:25]=[CH:24][CH:23]=[C:22]([O:26][CH:27]5[CH2:32][CH2:31][N:30]([CH2:37][CH2:36][S:38]([CH3:41])(=[O:40])=[O:39])[CH2:29][CH2:28]5)[C:21]=4[Cl:33])[CH3:19])[CH:10]=3)[CH:7]=[N:8][C:4]=2[CH:3]=1. Reactant: [Cl:1][C:2]1[CH:35]=[CH:34][C:5]2[N:6]([C:9]3[S:13][C:12]([C:14]([NH2:16])=[O:15])=[C:11]([O:17][C@@H:18]([C:20]4[CH:25]=[CH:24][CH:23]=[C:22]([O:26][CH:27]5[CH2:32][CH2:31][NH:30][CH2:29][CH2:28]5)[C:21]=4[Cl:33])[CH3:19])[CH:10]=3)[CH:7]=[N:8][C:4]=2[CH:3]=1.[CH:36]([S:38]([CH3:41])(=[O:40])=[O:39])=[CH2:37]. The catalyst class is: 1. (2) Reactant: [C:1]1([NH:12][C:13](=[O:15])[CH3:14])[C:6]2[CH2:7][CH2:8][CH2:9][CH2:10][CH2:11][C:5]=2[CH:4]=[CH:3][CH:2]=1.[O-:16]S([O-])(=O)=O.[Mg+2].[O-][Mn](=O)(=O)=O.[K+]. Product: [O:16]=[C:7]1[C:6]2[C:1]([NH:12][C:13](=[O:15])[CH3:14])=[CH:2][CH:3]=[CH:4][C:5]=2[CH2:11][CH2:10][CH2:9][CH2:8]1. The catalyst class is: 21. (3) Reactant: [OH-].[Na+].C([O:5][C:6]([C:8]1[N:23]=[CH:22][C:11]2[N:12]([CH:19]([CH3:21])[CH3:20])[C:13]3[C:18]([C:10]=2[CH:9]=1)=[CH:17][CH:16]=[CH:15][CH:14]=3)=[O:7])C. Product: [C:6]([C:8]1[N:23]=[CH:22][C:11]2[N:12]([CH:19]([CH3:20])[CH3:21])[C:13]3[C:18]([C:10]=2[CH:9]=1)=[CH:17][CH:16]=[CH:15][CH:14]=3)([OH:7])=[O:5]. The catalyst class is: 24. (4) Reactant: [C:1]12([C:11]3[CH:30]=[CH:29][C:14]([O:15][CH2:16][C:17]([NH:19][C:20]4[CH:21]=[C:22]([CH:26]=[CH:27][N:28]=4)[C:23]([OH:25])=O)=[O:18])=[CH:13][CH:12]=3)[CH2:10][CH:5]3[CH2:6][CH:7]([CH2:9][CH:3]([CH2:4]3)[CH2:2]1)[CH2:8]2.[NH2:31][CH2:32][CH2:33][C:34]1[CH:39]=[CH:38][N:37]=[CH:36][CH:35]=1.C1CN([P+](ON2N=NC3C=CC=CC2=3)(N2CCCC2)N2CCCC2)CC1.F[P-](F)(F)(F)(F)F.CO. Product: [C:1]12([C:11]3[CH:30]=[CH:29][C:14]([O:15][CH2:16][C:17]([NH:19][C:20]4[CH:21]=[C:22]([CH:26]=[CH:27][N:28]=4)[C:23]([NH:31][CH2:32][CH2:33][C:34]4[CH:39]=[CH:38][N:37]=[CH:36][CH:35]=4)=[O:25])=[O:18])=[CH:13][CH:12]=3)[CH2:8][CH:7]3[CH2:9][CH:3]([CH2:4][CH:5]([CH2:6]3)[CH2:10]1)[CH2:2]2. The catalyst class is: 241. (5) Reactant: C(OC(=O)[NH:10][CH2:11][CH:12]([C:14](=[O:23])[NH:15][CH2:16][C:17]1[CH:22]=[CH:21][CH:20]=[CH:19][CH:18]=1)[OH:13])C1C=CC=CC=1. Product: [NH2:10][CH2:11][CH:12]([OH:13])[C:14]([NH:15][CH2:16][C:17]1[CH:22]=[CH:21][CH:20]=[CH:19][CH:18]=1)=[O:23]. The catalyst class is: 43. (6) Reactant: Br[C:2]1[N:10]=[CH:9][N:8]=[C:7]2[C:3]=1[N:4]=[CH:5][NH:6]2.[NH2:11][CH:12]([C:15]1[N:16]=[C:17]2[CH:31]=[CH:30][CH:29]=[C:28]([CH3:32])[N:18]2[C:19](=[O:27])[C:20]=1[C:21]1[CH:26]=[CH:25][CH:24]=[CH:23][CH:22]=1)[CH2:13][CH3:14].C(N(CC)C(C)C)(C)C. Product: [CH3:32][C:28]1[N:18]2[C:19](=[O:27])[C:20]([C:21]3[CH:22]=[CH:23][CH:24]=[CH:25][CH:26]=3)=[C:15]([CH:12]([NH:11][C:2]3[N:10]=[CH:9][N:8]=[C:7]4[C:3]=3[N:4]=[CH:5][NH:6]4)[CH2:13][CH3:14])[N:16]=[C:17]2[CH:31]=[CH:30][CH:29]=1. The catalyst class is: 8. (7) Reactant: [I:1][C:2]1[CH:3]=[C:4]([CH:7]=[C:8]([CH3:11])[C:9]=1[OH:10])[CH:5]=[O:6].[H-].[Na+].I[CH3:15]. Product: [I:1][C:2]1[CH:3]=[C:4]([CH:7]=[C:8]([CH3:11])[C:9]=1[O:10][CH3:15])[CH:5]=[O:6]. The catalyst class is: 1.